Dataset: Reaction yield outcomes from USPTO patents with 853,638 reactions. Task: Predict the reaction yield, written as a fraction of the theoretical maximum amount of product (1.0 means a 100% yield; for example, 0.34 means a 34% yield). (1) The yield is 0.870. The reactants are C([O:3][C:4]([C:6]1[N:7]=[N:8][C:9]([O:12][CH2:13][C:14]2[C:15]([CH2:20][CH2:21][CH2:22][CH3:23])=[N:16][O:17][C:18]=2[CH3:19])=[CH:10][CH:11]=1)=[O:5])C.O.[OH-].[Li+].Cl. The product is [CH2:20]([C:15]1[C:14]([CH2:13][O:12][C:9]2[N:8]=[N:7][C:6]([C:4]([OH:5])=[O:3])=[CH:11][CH:10]=2)=[C:18]([CH3:19])[O:17][N:16]=1)[CH2:21][CH2:22][CH3:23]. The catalyst is C1COCC1.O. (2) The reactants are [S:1]1[C:5]2[CH:6]=[CH:7][CH:8]=[CH:9][C:4]=2[N:3]=[C:2]1[C:10](=[C:13](SC)SC)[C:11]#[N:12].[C:18]([NH:21][CH2:22][CH2:23][NH2:24])(=[O:20])[CH3:19].O.[NH2:26][NH2:27]. The catalyst is C(O)C. The product is [NH2:12][C:11]1[NH:27][N:26]=[C:13]([NH:24][CH2:23][CH2:22][NH:21][C:18](=[O:20])[CH3:19])[C:10]=1[C:2]1[S:1][C:5]2[CH:6]=[CH:7][CH:8]=[CH:9][C:4]=2[N:3]=1. The yield is 0.660. (3) The reactants are [Cl:1][C:2]1[CH:7]=[CH:6][C:5]([N:8]2[CH2:13][CH2:12][NH:11][CH2:10][C@@H:9]2[CH3:14])=[CH:4][CH:3]=1.N1C(C)=CC=CC=1C.[I-].[K+].Br[CH2:26][CH2:27][CH:28]=[C:29]1[C:35]2[CH:36]=[CH:37][CH:38]=[N:39][C:34]=2[CH2:33][O:32][C:31]2[CH:40]=[CH:41][C:42]([C:44]([OH:47])([CH3:46])[CH3:45])=[CH:43][C:30]1=2. The catalyst is C(O)(C)C. The product is [Cl:1][C:2]1[CH:3]=[CH:4][C:5]([N:8]2[CH2:13][CH2:12][N:11]([CH2:26][CH2:27][CH:28]=[C:29]3[C:35]4[CH:36]=[CH:37][CH:38]=[N:39][C:34]=4[CH2:33][O:32][C:31]4[CH:40]=[CH:41][C:42]([C:44]([OH:47])([CH3:46])[CH3:45])=[CH:43][C:30]3=4)[CH2:10][C@@H:9]2[CH3:14])=[CH:6][CH:7]=1. The yield is 0.180. (4) The reactants are [O:1]=[C:2]1[C:14]2[C:9](=[N:10][C:11](C#N)=[C:12]([C:15]#[N:16])[N:13]=2)[C:8]2[CH:7]=[CH:6][CH:5]=[CH:4][C:3]1=2.[CH3:19][OH:20]. No catalyst specified. The product is [CH3:19][O:20][C:11]1[N:10]=[C:9]2[C:8]3[CH:7]=[CH:6][CH:5]=[CH:4][C:3]=3[C:2](=[O:1])[C:14]2=[N:13][C:12]=1[C:15]#[N:16]. The yield is 0.930. (5) The reactants are [N:1]1C=CC=CC=1.[Cl:7][C:8](Cl)([O:10]C(=O)OC(Cl)(Cl)Cl)Cl.[CH3:19][C@H:20]1[CH2:25][O:24][CH2:23][CH2:22][NH:21]1. The catalyst is C(Cl)Cl. The product is [CH3:19][C@H:20]1[CH2:25][O:24][CH2:23][CH2:22][NH:21]1.[C:8]([Cl:7])(=[O:10])[NH2:1]. The yield is 0.770. (6) The reactants are C(OC([N:8]1[C:13]2[CH:14]=[C:15]([Cl:23])[C:16]([N:18]3[CH2:22][CH2:21][CH2:20][CH2:19]3)=[CH:17][C:12]=2[O:11][CH:10]([C:24]([N:26]2[CH2:31][CH2:30][C:29]([C:40]#[N:41])([CH2:32][C:33]3[CH:38]=[CH:37][C:36]([F:39])=[CH:35][CH:34]=3)[CH2:28][CH2:27]2)=[O:25])[CH2:9]1)=O)(C)(C)C.FC(F)(F)C(O)=O. The catalyst is ClCCl. The product is [Cl:23][C:15]1[C:16]([N:18]2[CH2:19][CH2:20][CH2:21][CH2:22]2)=[CH:17][C:12]2[O:11][CH:10]([C:24]([N:26]3[CH2:27][CH2:28][C:29]([CH2:32][C:33]4[CH:38]=[CH:37][C:36]([F:39])=[CH:35][CH:34]=4)([C:40]#[N:41])[CH2:30][CH2:31]3)=[O:25])[CH2:9][NH:8][C:13]=2[CH:14]=1. The yield is 0.606.